This data is from NCI-60 drug combinations with 297,098 pairs across 59 cell lines. The task is: Regression. Given two drug SMILES strings and cell line genomic features, predict the synergy score measuring deviation from expected non-interaction effect. (1) Drug 1: CC(CN1CC(=O)NC(=O)C1)N2CC(=O)NC(=O)C2. Drug 2: C1CN1P(=S)(N2CC2)N3CC3. Cell line: RXF 393. Synergy scores: CSS=14.1, Synergy_ZIP=-2.51, Synergy_Bliss=2.71, Synergy_Loewe=3.11, Synergy_HSA=3.23. (2) Drug 1: CN1C2=C(C=C(C=C2)N(CCCl)CCCl)N=C1CCCC(=O)O.Cl. Drug 2: C1C(C(OC1N2C=NC3=C2NC=NCC3O)CO)O. Cell line: U251. Synergy scores: CSS=6.01, Synergy_ZIP=1.36, Synergy_Bliss=7.68, Synergy_Loewe=6.39, Synergy_HSA=4.27. (3) Synergy scores: CSS=13.6, Synergy_ZIP=-3.44, Synergy_Bliss=1.33, Synergy_Loewe=-2.01, Synergy_HSA=2.78. Drug 2: C1=NC2=C(N1)C(=S)N=CN2. Cell line: T-47D. Drug 1: C1=CN(C=N1)CC(O)(P(=O)(O)O)P(=O)(O)O. (4) Drug 2: CC1=C(C(=CC=C1)Cl)NC(=O)C2=CN=C(S2)NC3=CC(=NC(=N3)C)N4CCN(CC4)CCO. Cell line: OVCAR-5. Synergy scores: CSS=8.14, Synergy_ZIP=-0.771, Synergy_Bliss=1.88, Synergy_Loewe=-1.69, Synergy_HSA=-1.09. Drug 1: CCC1(CC2CC(C3=C(CCN(C2)C1)C4=CC=CC=C4N3)(C5=C(C=C6C(=C5)C78CCN9C7C(C=CC9)(C(C(C8N6C=O)(C(=O)OC)O)OC(=O)C)CC)OC)C(=O)OC)O.OS(=O)(=O)O.